This data is from Reaction yield outcomes from USPTO patents with 853,638 reactions. The task is: Predict the reaction yield, written as a fraction of the theoretical maximum amount of product (1.0 means a 100% yield; for example, 0.34 means a 34% yield). (1) The reactants are [Cl:1][C:2]1[CH:3]=[C:4]([CH2:9][N:10]2[CH:14]=[C:13]([C:15]([NH:17][C:18]3[S:19][C:20]([C:23](O)=[O:24])=[CH:21][N:22]=3)=[O:16])[N:12]=[N:11]2)[CH:5]=[CH:6][C:7]=1[Cl:8].[NH2:26][CH2:27][CH2:28][OH:29].CN(C(ON1N=NC2C=CC=NC1=2)=[N+](C)C)C.F[P-](F)(F)(F)(F)F.CCN(C(C)C)C(C)C. The catalyst is CN(C=O)C. The product is [Cl:1][C:2]1[CH:3]=[C:4]([CH2:9][N:10]2[CH:14]=[C:13]([C:15]([NH:17][C:18]3[S:19][C:20]([C:23]([NH:26][CH2:27][CH2:28][OH:29])=[O:24])=[CH:21][N:22]=3)=[O:16])[N:12]=[N:11]2)[CH:5]=[CH:6][C:7]=1[Cl:8]. The yield is 0.300. (2) The reactants are C(O[C:5](=[O:16])[NH:6][CH:7]1[CH2:11][C:10](=[O:12])[O:9][CH:8]1[O:13][CH2:14][CH3:15])C=C.C(OC([CH:24]1[CH2:28][CH2:27][CH2:26][N:25]1[C:29](=[O:44])[CH:30]([NH:32][C:33](=[O:43])[C:34]1[CH:39]=[C:38]([Cl:40])[C:37]([NH2:41])=[C:36]([Cl:42])[CH:35]=1)[CH3:31])=O)(C)(C)C.O=C1OC(OCCC2C=CC=CC=2)C(NC(C2CCCN2C(=O)C(NC(=O)C2C=CC(N)=C(Cl)C=2)C)=O)C1. No catalyst specified. The product is [CH2:14]([O:13][CH:8]1[CH:7]([NH:6][C:5]([CH:24]2[CH2:28][CH2:27][CH2:26][N:25]2[C:29](=[O:44])[CH:30]([NH:32][C:33](=[O:43])[C:34]2[CH:39]=[C:38]([Cl:40])[C:37]([NH2:41])=[C:36]([Cl:42])[CH:35]=2)[CH3:31])=[O:16])[CH2:11][C:10](=[O:12])[O:9]1)[CH3:15]. The yield is 0.540. (3) The reactants are [N:1]1[C:10]2[C:9](=O)[CH2:8][CH2:7][CH2:6][C:5]=2[CH:4]=[CH:3][CH:2]=1.[CH3:12][C@@H:13]([NH2:20])[C:14]1[CH:19]=[CH:18][CH:17]=[CH:16][CH:15]=1. The catalyst is CO.C[C@@H](N)C1C=CC=CC=1. The product is [N:1]1[C:10]2[C:9](=[N:20][C@@H:13]([C:14]3[CH:19]=[CH:18][CH:17]=[CH:16][CH:15]=3)[CH3:12])[CH2:8][CH2:7][CH2:6][C:5]=2[CH:4]=[CH:3][CH:2]=1. The yield is 0.950. (4) The reactants are [Br:1][CH2:2][C:3]([C:5]1[CH:10]=[CH:9][C:8]([OH:11])=[CH:7][CH:6]=1)=[O:4].[C:12]1([C@@H:18]([NH:30][C:31]2[CH:36]=[CH:35][CH:34]=[CH:33][CH:32]=2)[C:19]([O:21][C@@H:22]2[CH:27]3[CH2:28][CH2:29][N:24]([CH2:25][CH2:26]3)[CH2:23]2)=[O:20])[CH:17]=[CH:16][CH:15]=[CH:14][CH:13]=1. The catalyst is CCOC(C)=O. The product is [Br-:1].[OH:11][C:8]1[CH:9]=[CH:10][C:5]([C:3](=[O:4])[CH2:2][N+:24]23[CH2:25][CH2:26][CH:27]([CH2:28][CH2:29]2)[C@@H:22]([O:21][C:19](=[O:20])[C@@H:18]([C:12]2[CH:17]=[CH:16][CH:15]=[CH:14][CH:13]=2)[NH:30][C:31]2[CH:36]=[CH:35][CH:34]=[CH:33][CH:32]=2)[CH2:23]3)=[CH:6][CH:7]=1. The yield is 1.00. (5) The reactants are [Br:1][CH:2]1[C:10](=O)[C:6]2=[N:7][O:8][N:9]=[C:5]2[CH2:4][CH2:3]1.[NH2:12][C:13]([NH2:15])=[S:14]. The catalyst is C(O)C. The product is [BrH:1].[N:7]1[O:8][N:9]=[C:5]2[CH2:4][CH2:3][C:2]3[S:14][C:13]([NH2:15])=[N:12][C:10]=3[C:6]=12. The yield is 0.900. (6) The yield is 0.700. The product is [CH3:1][C:2]1[N:7]=[C:6]([NH:8][CH2:9][C:10]2[S:14][C:13]([C:15]#[N:17])=[N:12][N:11]=2)[CH:5]=[C:4]([O:18][CH2:19][C@H:20]2[CH2:22][C@@H:21]2[C:23]2[CH:28]=[CH:27][C:26]([CH3:29])=[CH:25][N:24]=2)[N:3]=1. The catalyst is C1COCC1. The reactants are [CH3:1][C:2]1[N:7]=[C:6]([NH:8][CH2:9][C:10]2[S:14][C:13]([C:15]([NH2:17])=O)=[N:12][N:11]=2)[CH:5]=[C:4]([O:18][CH2:19][C@H:20]2[CH2:22][C@@H:21]2[C:23]2[CH:28]=[CH:27][C:26]([CH3:29])=[CH:25][N:24]=2)[N:3]=1.CCN(CC)CC.C(OC(C(F)(F)F)=O)(C(F)(F)F)=O. (7) The reactants are [NH2:1][C:2]1[C:3]([Cl:12])=[C:4]([CH:9]=[CH:10][CH:11]=1)[C:5]([O:7][CH3:8])=[O:6].N1C=CC=CC=1.[F:19][C:20]1[CH:25]=[CH:24][CH:23]=[C:22]([F:26])[C:21]=1[S:27](Cl)(=[O:29])=[O:28]. The catalyst is C(Cl)Cl. The product is [Cl:12][C:3]1[C:2]([NH:1][S:27]([C:21]2[C:22]([F:26])=[CH:23][CH:24]=[CH:25][C:20]=2[F:19])(=[O:29])=[O:28])=[CH:11][CH:10]=[CH:9][C:4]=1[C:5]([O:7][CH3:8])=[O:6]. The yield is 0.816.